From a dataset of Reaction yield outcomes from USPTO patents with 853,638 reactions. Predict the reaction yield, written as a fraction of the theoretical maximum amount of product (1.0 means a 100% yield; for example, 0.34 means a 34% yield). (1) The reactants are I[CH2:2][C@@H:3]([CH3:16])[CH2:4][N:5]1[C:14]2[C:9](=[CH:10][CH:11]=[CH:12][CH:13]=2)[CH2:8][CH2:7][C:6]1=[O:15].[CH2:17]([CH:22]1[CH2:28][CH:27]2[NH:29][CH:24]([CH2:25][CH2:26]2)[CH2:23]1)[CH2:18][CH2:19][CH2:20][CH3:21]. The catalyst is CC#N. The product is [CH3:16][C@H:3]([CH2:2][N:29]1[CH:24]2[CH2:25][CH2:26][CH:27]1[CH2:28][CH:22]([CH2:17][CH2:18][CH2:19][CH2:20][CH3:21])[CH2:23]2)[CH2:4][N:5]1[C:14]2[C:9](=[CH:10][CH:11]=[CH:12][CH:13]=2)[CH2:8][CH2:7][C:6]1=[O:15]. The yield is 0.350. (2) The reactants are [NH2:1][C:2]1[CH:20]=[CH:19][CH:18]=[CH:17][C:3]=1[C:4]([NH:6][C:7]1[CH:12]=[CH:11][C:10]([CH:13]([CH2:15][CH3:16])[CH3:14])=[CH:9][CH:8]=1)=[O:5].O1CCCCC1[O:27][CH2:28][C:29]1[CH:36]=[CH:35][C:32]([CH:33]=O)=[CH:31][N:30]=1. The catalyst is CCO. The product is [CH:13]([C:10]1[CH:11]=[CH:12][C:7]([N:6]2[C:4](=[O:5])[C:3]3[C:2](=[CH:20][CH:19]=[CH:18][CH:17]=3)[N:1]=[C:33]2[C:32]2[CH:31]=[N:30][C:29]([CH2:28][OH:27])=[CH:36][CH:35]=2)=[CH:8][CH:9]=1)([CH2:15][CH3:16])[CH3:14]. The yield is 0.400.